From a dataset of Forward reaction prediction with 1.9M reactions from USPTO patents (1976-2016). Predict the product of the given reaction. (1) Given the reactants [Cl:1][C:2]1[S:3][CH:4]=[C:5]([CH3:21])[C:6]=1[NH:7][C:8]([NH:10][CH:11]1[CH2:20][CH2:19][CH2:18][CH2:17][C:12]21OCCO2)=[NH:9], predict the reaction product. The product is: [ClH:1].[Cl:1][C:2]1[S:3][CH:4]=[C:5]([CH3:21])[C:6]=1[N:7]1[C:12]2[CH2:17][CH2:18][CH2:19][CH2:20][C:11]=2[N:10]=[C:8]1[NH2:9]. (2) Given the reactants C([O:3][C:4](=[O:25])[CH2:5][CH:6]1[O:10][B:9]([OH:11])[C:8]2[CH:12]=[C:13]([O:17][C:18]3[S:19][C:20]([CH2:23][NH2:24])=[N:21][N:22]=3)[CH:14]=[C:15]([CH3:16])[C:7]1=2)C.[OH-].[Li+].Cl, predict the reaction product. The product is: [NH2:24][CH2:23][C:20]1[S:19][C:18]([O:17][C:13]2[CH:14]=[C:15]([CH3:16])[C:7]3[CH:6]([CH2:5][C:4]([OH:25])=[O:3])[O:10][B:9]([OH:11])[C:8]=3[CH:12]=2)=[N:22][N:21]=1.